This data is from Forward reaction prediction with 1.9M reactions from USPTO patents (1976-2016). The task is: Predict the product of the given reaction. (1) Given the reactants [N:1]1([C:7]2[CH:12]=[CH:11][C:10]([C:13]3[CH:14]=[C:15]4[C:25]5[C:20](=[CH:21][N:22]=[C:23]([C:26]6[CH:27]=[N:28][CH:29]=[CH:30][CH:31]=6)[CH:24]=5)[NH:19][C:16]4=[N:17][CH:18]=3)=[CH:9][CH:8]=2)[CH2:6][CH2:5][NH:4][CH2:3][CH2:2]1.C(O[C:35]1(O[Si](C)(C)C)[CH2:37][CH2:36]1)C.C(O)(=O)C.C([BH3-])#N.[Na+], predict the reaction product. The product is: [CH:35]1([N:4]2[CH2:3][CH2:2][N:1]([C:7]3[CH:12]=[CH:11][C:10]([C:13]4[CH:14]=[C:15]5[C:25]6[C:20](=[CH:21][N:22]=[C:23]([C:26]7[CH:27]=[N:28][CH:29]=[CH:30][CH:31]=7)[CH:24]=6)[NH:19][C:16]5=[N:17][CH:18]=4)=[CH:9][CH:8]=3)[CH2:6][CH2:5]2)[CH2:37][CH2:36]1. (2) Given the reactants Cl[C:2]1[CH:7]=[C:6]([O:8][CH2:9][CH3:10])[N:5]=[C:4]([S:11][CH3:12])[N:3]=1.[C:13]([C:16]1[S:20][C:19](B(O)O)=[CH:18][CH:17]=1)(=[O:15])[CH3:14].C(=O)([O-])[O-].O, predict the reaction product. The product is: [CH2:9]([O:8][C:6]1[N:5]=[C:4]([S:11][CH3:12])[N:3]=[C:2]([C:19]2[S:20][C:16]([C:13](=[O:15])[CH3:14])=[CH:17][CH:18]=2)[CH:7]=1)[CH3:10]. (3) Given the reactants N(C(N(C)C)=O)=NC(N(C)C)=O.C(OC([N:20]1[CH2:25][CH2:24][N:23]([C:26]2[C:27]([O:32][CH2:33][CH2:34][OH:35])=[N:28][CH:29]=[CH:30][N:31]=2)[CH2:22][CH2:21]1)=O)(C)(C)C.[N:36]1([C:42]2[CH:43]=[C:44](O)[CH:45]=[CH:46][CH:47]=2)[CH2:41][CH2:40][O:39][CH2:38][CH2:37]1.C1(P(C2C=CC=CC=2)C2C=CC=CC=2)C=CC=CC=1, predict the reaction product. The product is: [N:23]1([C:26]2[C:27]([O:32][CH2:33][CH2:34][O:35][C:46]3[CH:45]=[CH:44][CH:43]=[C:42]([N:36]4[CH2:37][CH2:38][O:39][CH2:40][CH2:41]4)[CH:47]=3)=[N:28][CH:29]=[CH:30][N:31]=2)[CH2:22][CH2:21][NH:20][CH2:25][CH2:24]1. (4) Given the reactants [OH:1][C:2]1[CH:7]=[CH:6][C:5]([NH:8][C:9](=[O:11])[CH3:10])=[CH:4][CH:3]=1.[Br:12][CH2:13][CH2:14][CH:15](Br)[CH3:16].C(=O)([O-])[O-].[K+].[K+], predict the reaction product. The product is: [Br:12][CH2:13][CH2:14][CH2:15][CH2:16][O:1][C:2]1[CH:3]=[CH:4][C:5]([NH:8][C:9](=[O:11])[CH3:10])=[CH:6][CH:7]=1. (5) Given the reactants [NH2:1][CH2:2][CH2:3][N:4]([CH2:14][C:15]([N:17]1[CH2:21][C:20](=[O:22])[N:19]([C:23]2[CH:28]=[CH:27][CH:26]=[C:25]([Cl:29])[C:24]=2[CH3:30])[CH2:18]1)=[O:16])[C:5](=[O:13])[C:6]1[CH:11]=[CH:10][CH:9]=[C:8]([Cl:12])[CH:7]=1.C[Si]([N:35]=[C:36]=[O:37])(C)C, predict the reaction product. The product is: [Cl:12][C:8]1[CH:7]=[C:6]([CH:11]=[CH:10][CH:9]=1)[C:5]([N:4]([CH2:14][C:15]([N:17]1[CH2:21][C:20](=[O:22])[N:19]([C:23]2[CH:28]=[CH:27][CH:26]=[C:25]([Cl:29])[C:24]=2[CH3:30])[CH2:18]1)=[O:16])[CH2:3][CH2:2][NH:1][C:36]([NH2:35])=[O:37])=[O:13]. (6) Given the reactants [NH2:1][C:2]1[CH:7]=[CH:6][C:5]([CH2:8][C:9]([OH:11])=[O:10])=[CH:4][C:3]=1[F:12].[CH:13](OCC)(OCC)OCC.[N-:23]=[N+:24]=[N-:25].[Na+], predict the reaction product. The product is: [F:12][C:3]1[CH:4]=[C:5]([CH2:8][C:9]([OH:11])=[O:10])[CH:6]=[CH:7][C:2]=1[N:1]1[CH:13]=[N:25][N:24]=[N:23]1. (7) Given the reactants [F:1][C:2]1[CH:21]=[CH:20][C:5]([CH2:6][C:7]2[CH:8]=[N:9][C:10]3[N:11]([N:14]=[CH:15][C:16]=3[C:17](O)=[O:18])[C:12]=2[CH3:13])=[CH:4][C:3]=1[O:22][C:23]([F:26])([F:25])[F:24].CCCP1(OP(CCC)(=O)OP(CCC)(=O)O1)=O.C(N(CC)C(C)C)(C)C.[NH2:54][CH2:55][CH2:56][NH:57][C:58](=[O:60])[CH3:59], predict the reaction product. The product is: [C:58]([NH:57][CH2:56][CH2:55][NH:54][C:17]([C:16]1[CH:15]=[N:14][N:11]2[C:12]([CH3:13])=[C:7]([CH2:6][C:5]3[CH:20]=[CH:21][C:2]([F:1])=[C:3]([O:22][C:23]([F:26])([F:25])[F:24])[CH:4]=3)[CH:8]=[N:9][C:10]=12)=[O:18])(=[O:60])[CH3:59]. (8) Given the reactants [CH3:1][N:2]1[CH2:7][CH2:6][N:5]([C:8]([O:10][CH:11]2[N:20]([C:21]3[CH:22]=[CH:23][C:24]([Cl:27])=[CH:25][N:26]=3)[C:18](=[O:19])[C:13]3[N:14]=[CH:15][CH:16]=[N:17][C:12]2=3)=[O:9])[CH2:4][CH2:3]1.C(C(O)=O)[C@@H](O)C(O)=O, predict the reaction product. The product is: [CH3:1][N:2]1[CH2:7][CH2:6][N:5]([C:8]([O:10][C@@H:11]2[N:20]([C:21]3[CH:22]=[CH:23][C:24]([Cl:27])=[CH:25][N:26]=3)[C:18](=[O:19])[C:13]3[N:14]=[CH:15][CH:16]=[N:17][C:12]2=3)=[O:9])[CH2:4][CH2:3]1. (9) The product is: [NH2:25][C:26]1[N:31]=[C:30]([N:17]2[C:18]3[CH:19]=[CH:20][CH:21]=[C:13]([C:11]([NH:10][CH2:9][C:8]4[CH:22]=[CH:23][CH:24]=[C:6]([N:2]([CH3:1])[C:3](=[O:5])[CH3:4])[CH:7]=4)=[O:12])[C:14]=3[CH:15]=[CH:16]2)[CH:29]=[CH:28][N:27]=1. Given the reactants [CH3:1][N:2]([C:6]1[CH:7]=[C:8]([CH:22]=[CH:23][CH:24]=1)[CH2:9][NH:10][C:11]([C:13]1[C:14]2[CH:15]=[CH:16][NH:17][C:18]=2[CH:19]=[CH:20][CH:21]=1)=[O:12])[C:3](=[O:5])[CH3:4].[NH2:25][C:26]1[N:31]=[C:30](Cl)[CH:29]=[CH:28][N:27]=1.NC1N=C(N2C3C(=C(NC(=O)CC4C=CC=C(OC)C=4)C=CC=3)C=C2)C=CN=1, predict the reaction product.